Dataset: Forward reaction prediction with 1.9M reactions from USPTO patents (1976-2016). Task: Predict the product of the given reaction. (1) Given the reactants FC1C=CC(C[N:7]2[C:15]3[C:10](=[CH:11][CH:12]=[CH:13][CH:14]=3)[C:9]3[CH2:16][C@@H:17]([CH2:27][OH:28])[N:18]([C:20]([O:22][C:23]([CH3:26])([CH3:25])[CH3:24])=[O:21])[CH2:19][C:8]2=3)=CC=1.[H-].[Na+].[Cl:33][C:34]1[CH:39]=[CH:38][C:37]([CH2:40]Cl)=[CH:36][N:35]=1.CN(C=[O:46])C, predict the reaction product. The product is: [C:23]([O:22][C:20]([N:18]1[C@H:17]([C:27]([OH:46])=[O:28])[CH2:16][C:9]2[C:14]3[C:15](=[CH:10][CH:11]=[CH:12][CH:13]=3)[N:7]([CH2:40][C:37]3[CH:36]=[N:35][C:34]([Cl:33])=[CH:39][CH:38]=3)[C:8]=2[CH2:19]1)=[O:21])([CH3:24])([CH3:25])[CH3:26]. (2) Given the reactants [CH2:1]([O:8][C:9]([N:11]1[CH2:16][CH2:15][CH2:14][CH:13]([NH:17][C:18]([O:20][C:21]([CH3:24])([CH3:23])[CH3:22])=[O:19])[CH:12]1[CH2:25][C:26](O)=[O:27])=[O:10])[C:2]1[CH:7]=[CH:6][CH:5]=[CH:4][CH:3]=1.C[N:30]([CH3:33])C=O.C(N)CCN.O[N:40]1[C:44]2C=CC=C[C:43]=2[N:42]=[N:41]1, predict the reaction product. The product is: [N:40]([CH2:44][CH2:43][CH2:33][NH:30][C:26](=[O:27])[CH2:25][CH:12]1[CH:13]([NH:17][C:18]([O:20][C:21]([CH3:24])([CH3:23])[CH3:22])=[O:19])[CH2:14][CH2:15][CH2:16][N:11]1[C:9]([O:8][CH2:1][C:2]1[CH:3]=[CH:4][CH:5]=[CH:6][CH:7]=1)=[O:10])=[N+:41]=[N-:42]. (3) Given the reactants [C:1]([C:3]1[CH:4]=[C:5]([NH:9][C:10](=[O:24])[N:11]([CH2:13][CH2:14][C:15]2[CH:20]=[CH:19][C:18](B(O)O)=[CH:17][CH:16]=2)[CH3:12])[CH:6]=[CH:7][CH:8]=1)#[N:2].[NH2:25][C:26]1[CH:27]=[C:28]([CH:32]=[CH:33][CH:34]=1)[C:29]([NH2:31])=[O:30].O.[C:36]([OH:40])(=[O:39])[CH:37]=O, predict the reaction product. The product is: [C:29]([C:28]1[CH:27]=[C:26]([NH:25][CH:37]([C:18]2[CH:19]=[CH:20][C:15]([CH2:14][CH2:13][N:11]([CH3:12])[C:10]([NH:9][C:5]3[CH:6]=[CH:7][CH:8]=[C:3]([C:1]#[N:2])[CH:4]=3)=[O:24])=[CH:16][CH:17]=2)[C:36]([OH:40])=[O:39])[CH:34]=[CH:33][CH:32]=1)(=[O:30])[NH2:31]. (4) Given the reactants [F:1][C:2]1[CH:7]=[CH:6][C:5]([CH2:8][C:9]2[C:10]([N:15]3[CH2:21][C:20]4[CH:22]=[C:23]([C:26]5[N:31]=[C:30]([NH2:32])[C:29]([NH2:33])=[CH:28][CH:27]=5)[CH:24]=[CH:25][C:19]=4[O:18][CH2:17][CH2:16]3)=[N:11][CH:12]=[N:13][CH:14]=2)=[CH:4][CH:3]=1.[CH3:34][O:35][C:36]([NH:38][C:39](=NC(OC)=O)SC)=[O:37], predict the reaction product. The product is: [F:1][C:2]1[CH:7]=[CH:6][C:5]([CH2:8][C:9]2[C:10]([N:15]3[CH2:21][C:20]4[CH:22]=[C:23]([C:26]5[N:31]=[C:30]6[NH:32][C:39]([NH:38][C:36](=[O:37])[O:35][CH3:34])=[N:33][C:29]6=[CH:28][CH:27]=5)[CH:24]=[CH:25][C:19]=4[O:18][CH2:17][CH2:16]3)=[N:11][CH:12]=[N:13][CH:14]=2)=[CH:4][CH:3]=1. (5) Given the reactants CC(C1C=C(CC(N2CCN(C3C=CC([N+]([O-])=O)=CC=3)CC2)=O)C=C(C(C)(C)C)C=1O)(C)C.[CH3:34][C:35]([C:38]1[CH:43]=[C:42]([C:44]([N:46]2[CH2:51][CH2:50][N:49]([C:52]3[CH:57]=[CH:56][C:55]([N+:58]([O-])=O)=[CH:54][CH:53]=3)[CH2:48][CH2:47]2)=O)[CH:41]=[C:40]([C:61]([CH3:64])([CH3:63])[CH3:62])[C:39]=1[OH:65])([CH3:37])[CH3:36], predict the reaction product. The product is: [CH3:37][C:35]([C:38]1[CH:43]=[C:42]([CH2:44][N:46]2[CH2:47][CH2:48][N:49]([C:52]3[CH:53]=[CH:54][C:55]([NH2:58])=[CH:56][CH:57]=3)[CH2:50][CH2:51]2)[CH:41]=[C:40]([C:61]([CH3:64])([CH3:63])[CH3:62])[C:39]=1[OH:65])([CH3:34])[CH3:36]. (6) Given the reactants [C:1]([C:3]1[CH:4]=[N:5][N:6]2[C:11]([C:12]([F:15])([F:14])[F:13])=[CH:10][C:9]([C:16]3[CH:21]=[CH:20][C:19]([C:22]([F:25])([F:24])[F:23])=[CH:18][CH:17]=3)=[N:8][C:7]=12)#[CH:2].Br[C:27]1[CH:28]=[C:29]([S:33]([NH:36][CH2:37][CH2:38][OH:39])(=[O:35])=[O:34])[CH:30]=[CH:31][CH:32]=1, predict the reaction product. The product is: [OH:39][CH2:38][CH2:37][NH:36][S:33]([C:29]1[CH:30]=[CH:31][CH:32]=[C:27]([C:2]#[C:1][C:3]2[CH:4]=[N:5][N:6]3[C:11]([C:12]([F:14])([F:13])[F:15])=[CH:10][C:9]([C:16]4[CH:21]=[CH:20][C:19]([C:22]([F:25])([F:24])[F:23])=[CH:18][CH:17]=4)=[N:8][C:7]=23)[CH:28]=1)(=[O:35])=[O:34]. (7) Given the reactants [Cl:1][C:2]1[CH:3]=[CH:4][C:5]2[N:11]([CH2:12][C:13]([CH3:17])([CH3:16])[CH2:14][OH:15])[C:10](=[O:18])[C@@H:9]([CH2:19][C:20]([NH:22][CH2:23][CH2:24][CH2:25][CH2:26][C:27]([OH:29])=[O:28])=[O:21])[O:8][C@H:7]([C:30]3[CH:35]=[CH:34][CH:33]=[C:32]([O:36][CH3:37])[C:31]=3[O:38][CH3:39])[C:6]=2[CH:40]=1.N1C=CC=CC=1.[C:47](OCC)(=[O:49])[CH3:48].C(Cl)(=O)C, predict the reaction product. The product is: [C:47]([O:15][CH2:14][C:13]([CH3:16])([CH3:17])[CH2:12][N:11]1[C:5]2[CH:4]=[CH:3][C:2]([Cl:1])=[CH:40][C:6]=2[C@@H:7]([C:30]2[CH:35]=[CH:34][CH:33]=[C:32]([O:36][CH3:37])[C:31]=2[O:38][CH3:39])[O:8][C@H:9]([CH2:19][C:20]([NH:22][CH2:23][CH2:24][CH2:25][CH2:26][C:27]([OH:29])=[O:28])=[O:21])[C:10]1=[O:18])(=[O:49])[CH3:48]. (8) The product is: [OH:12][C:8]1([CH3:2])[CH2:7][C:6]([CH3:13])([CH3:14])[C:5]([C:15]([O:17][CH3:18])=[O:16])=[C:4]([CH3:3])[C:9]1([CH3:10])[CH3:11]. Given the reactants [Li][CH3:2].[CH3:3][C:4]1[C:9]([CH3:11])([CH3:10])[C:8](=[O:12])[CH2:7][C:6]([CH3:14])([CH3:13])[C:5]=1[C:15]([O:17][CH3:18])=[O:16], predict the reaction product.